Dataset: CYP2C9 inhibition data for predicting drug metabolism from PubChem BioAssay. Task: Regression/Classification. Given a drug SMILES string, predict its absorption, distribution, metabolism, or excretion properties. Task type varies by dataset: regression for continuous measurements (e.g., permeability, clearance, half-life) or binary classification for categorical outcomes (e.g., BBB penetration, CYP inhibition). Dataset: cyp2c9_veith. (1) The molecule is CCC1CCCCN1CCCNC(=O)Cn1nc(-c2ccc(C)cc2)ccc1=O. The result is 0 (non-inhibitor). (2) The compound is N/C(Cc1cccs1)=N\OC(=O)COc1ccc(Br)cc1Cl. The result is 1 (inhibitor). (3) The compound is CN(C)CCOC(=O)c1ccc(N)cc1. The result is 0 (non-inhibitor).